Task: Regression. Given a peptide amino acid sequence and an MHC pseudo amino acid sequence, predict their binding affinity value. This is MHC class II binding data.. Dataset: Peptide-MHC class II binding affinity with 134,281 pairs from IEDB (1) The peptide sequence is AKLLHKPIVWHINQA. The MHC is DRB1_0101 with pseudo-sequence DRB1_0101. The binding affinity (normalized) is 0.476. (2) The peptide sequence is SWKLEKASLIEVKTC. The MHC is DRB4_0101 with pseudo-sequence DRB4_0103. The binding affinity (normalized) is 0.212. (3) The peptide sequence is TRSVETDKGPLDKEA. The MHC is DRB1_0901 with pseudo-sequence DRB1_0901. The binding affinity (normalized) is 0. (4) The peptide sequence is SSDDQVSLIKIPCLS. The MHC is DRB1_0405 with pseudo-sequence DRB1_0405. The binding affinity (normalized) is 0.451. (5) The peptide sequence is VAEAAGKTKEGVLYV. The MHC is HLA-DQA10102-DQB10602 with pseudo-sequence HLA-DQA10102-DQB10602. The binding affinity (normalized) is 0.131. (6) The peptide sequence is KNIPQPVRALLEGFL. The MHC is DRB1_0405 with pseudo-sequence DRB1_0405. The binding affinity (normalized) is 0.241. (7) The peptide sequence is TWHYCGSYVTKTSGS. The MHC is DRB1_1101 with pseudo-sequence DRB1_1101. The binding affinity (normalized) is 0.706. (8) The peptide sequence is KAVLGAKRKLNMFVS. The MHC is DRB1_0101 with pseudo-sequence DRB1_0101. The binding affinity (normalized) is 0.225. (9) The peptide sequence is TDDNEEPIAPYHFDLSGHAF. The MHC is DRB1_0101 with pseudo-sequence DRB1_0101. The binding affinity (normalized) is 0.525.